This data is from Full USPTO retrosynthesis dataset with 1.9M reactions from patents (1976-2016). The task is: Predict the reactants needed to synthesize the given product. (1) Given the product [CH:25]1([CH2:28][NH:29][C:30]([C:31]2[CH:32]=[CH:33][C:34]([CH3:37])=[C:35]([C:2]3[CH:24]=[CH:23][C:5]([C:6]([NH:8][C:9]4[CH:14]=[CH:13][CH:12]=[CH:11][C:10]=4[CH2:15][N:16]4[CH2:21][CH2:20][N:19]([CH3:22])[CH2:18][CH2:17]4)=[O:7])=[CH:4][N:3]=3)[CH:36]=2)=[O:47])[CH2:27][CH2:26]1, predict the reactants needed to synthesize it. The reactants are: Cl[C:2]1[CH:24]=[CH:23][C:5]([C:6]([NH:8][C:9]2[CH:14]=[CH:13][CH:12]=[CH:11][C:10]=2[CH2:15][N:16]2[CH2:21][CH2:20][N:19]([CH3:22])[CH2:18][CH2:17]2)=[O:7])=[CH:4][N:3]=1.[CH:25]1([CH2:28][NH:29][C:30](=[O:47])[C:31]2[CH:36]=[CH:35][C:34]([CH3:37])=[C:33](B3OC(C)(C)C(C)(C)O3)[CH:32]=2)[CH2:27][CH2:26]1. (2) Given the product [CH:13]1([N:7]2[C:8]3[C:4](=[CH:3][C:2]([F:1])=[CH:10][CH:9]=3)[C:5]([I:11])=[N:6]2)[CH2:17][CH2:16][CH2:15][CH2:14]1, predict the reactants needed to synthesize it. The reactants are: [F:1][C:2]1[CH:3]=[C:4]2[C:8](=[CH:9][CH:10]=1)[NH:7][N:6]=[C:5]2[I:11].Br[CH:13]1[CH2:17][CH2:16][CH2:15][CH2:14]1.